Dataset: Forward reaction prediction with 1.9M reactions from USPTO patents (1976-2016). Task: Predict the product of the given reaction. (1) Given the reactants [NH2:1][C:2]([CH3:8])([CH3:7])[C:3]([O:5][CH3:6])=[O:4].CCN(CC)CC.[Cl:16][C:17]1[C:26]2[C:21](=[CH:22][CH:23]=[C:24]([S:27](Cl)(=[O:29])=[O:28])[CH:25]=2)[C:20]([Cl:31])=[CH:19][N:18]=1, predict the reaction product. The product is: [Cl:16][C:17]1[C:26]2[C:21](=[CH:22][CH:23]=[C:24]([S:27]([NH:1][C:2]([CH3:8])([CH3:7])[C:3]([O:5][CH3:6])=[O:4])(=[O:29])=[O:28])[CH:25]=2)[C:20]([Cl:31])=[CH:19][N:18]=1. (2) Given the reactants C1(S([C:10]2(SC)[CH2:15][C@H:14]3[C@:12]([C:16]4[CH:21]=[CH:20][C:19]([Cl:22])=[C:18]([Cl:23])[CH:17]=4)([CH2:13]3)[CH2:11]2)(=O)=O)C=CC=CC=1.C[OH:27].Cl, predict the reaction product. The product is: [Cl:23][C:18]1[CH:17]=[C:16]([C@:12]23[CH2:13][C@H:14]2[CH2:15][C:10](=[O:27])[CH2:11]3)[CH:21]=[CH:20][C:19]=1[Cl:22]. (3) Given the reactants [CH3:1][C:2]1[S:3][CH:4]=[C:5]([C:7]([NH:9][C:10]2[C:11]3[C:15]([CH:16]=[C:17](B4OC(C)(C)CC(C)(C)O4)[CH:18]=2)=[N:14][N:13](C2CCCCO2)[CH:12]=3)=[O:8])[N:6]=1.Br[C:36]1[CH:37]=[C:38]([OH:42])[CH:39]=[CH:40][CH:41]=1.O1CCOCC1.C(=O)([O-])[O-].[Na+].[Na+], predict the reaction product. The product is: [OH:42][C:38]1[CH:37]=[C:36]([C:17]2[CH:16]=[C:15]3[C:11]([CH:12]=[N:13][NH:14]3)=[C:10]([NH:9][C:7]([C:5]3[N:6]=[C:2]([CH3:1])[S:3][CH:4]=3)=[O:8])[CH:18]=2)[CH:41]=[CH:40][CH:39]=1. (4) Given the reactants I[C:2]1[C:3]2[S:11][CH:10]=[C:9]([C:12]3[CH:13]=[C:14]4[C:18](=[CH:19][CH:20]=3)[N:17]([C:21](=[O:29])[CH2:22][C:23]3[CH:28]=[CH:27][CH:26]=[CH:25][CH:24]=3)[CH2:16][CH2:15]4)[C:4]=2[C:5]([NH2:8])=[N:6][CH:7]=1.B1([C:39]2[CH2:44][CH2:43][N:42]([C:45]([O:47][C:48]([CH3:51])([CH3:50])[CH3:49])=[O:46])[CH2:41][CH:40]=2)OC(C)(C)C(C)(C)O1.C(=O)(O)[O-].[Na+].CCOC(C)=O, predict the reaction product. The product is: [NH2:8][C:5]1[C:4]2[C:9]([C:12]3[CH:13]=[C:14]4[C:18](=[CH:19][CH:20]=3)[N:17]([C:21](=[O:29])[CH2:22][C:23]3[CH:28]=[CH:27][CH:26]=[CH:25][CH:24]=3)[CH2:16][CH2:15]4)=[CH:10][S:11][C:3]=2[C:2]([C:39]2[CH2:44][CH2:43][N:42]([C:45]([O:47][C:48]([CH3:51])([CH3:50])[CH3:49])=[O:46])[CH2:41][CH:40]=2)=[CH:7][N:6]=1. (5) Given the reactants CS([C:5]1[CH:10]=[CH:9][N:8]=[CH:7][CH:6]=1)(=O)=O.[CH3:11]SC1C=CN=CC=1.OO.N.[S:22]([O-:25])(O)=[O:23].[Na+], predict the reaction product. The product is: [CH3:11][C:5]1[CH:6]=[CH:7][NH:8][C:9](=[S:22](=[O:25])=[O:23])[CH:10]=1.